From a dataset of Full USPTO retrosynthesis dataset with 1.9M reactions from patents (1976-2016). Predict the reactants needed to synthesize the given product. (1) Given the product [C:1]([C:5]1[CH:6]=[C:7]2[C:12](=[C:13]([F:15])[CH:14]=1)[C:11](=[O:16])[N:10]([C:17]1[C:18]([CH2:40][OH:41])=[C:19]([N:23]3[C:27]4=[N:28][C:29]([N:32]5[CH2:33][CH2:34][O:35][CH2:36][CH2:37]5)=[CH:30][CH:31]=[C:26]4[C:25]([C:38]([NH2:39])=[O:44])=[CH:24]3)[CH:20]=[CH:21][CH:22]=1)[N:9]=[CH:8]2)([CH3:4])([CH3:2])[CH3:3], predict the reactants needed to synthesize it. The reactants are: [C:1]([C:5]1[CH:6]=[C:7]2[C:12](=[C:13]([F:15])[CH:14]=1)[C:11](=[O:16])[N:10]([C:17]1[C:18]([CH2:40][OH:41])=[C:19]([N:23]3[C:27]4=[N:28][C:29]([N:32]5[CH2:37][CH2:36][O:35][CH2:34][CH2:33]5)=[CH:30][CH:31]=[C:26]4[C:25]([C:38]#[N:39])=[CH:24]3)[CH:20]=[CH:21][CH:22]=1)[N:9]=[CH:8]2)([CH3:4])([CH3:3])[CH3:2].C([OH:44])C. (2) Given the product [N:36]1([S:39]([C:42]2[S:43][C:44]([C:2]#[C:1][C:3]3[CH:4]=[N:5][N:6]4[C:11]([C:12]([F:14])([F:13])[F:15])=[CH:10][C:9]([C:16]5[CH:21]=[CH:20][CH:19]=[C:18]([C:22]([F:25])([F:24])[F:23])[CH:17]=5)=[N:8][C:7]=34)=[CH:45][CH:46]=2)(=[O:41])=[O:40])[CH2:35][CH2:34][NH:33][CH2:38][CH2:37]1, predict the reactants needed to synthesize it. The reactants are: [C:1]([C:3]1[CH:4]=[N:5][N:6]2[C:11]([C:12]([F:15])([F:14])[F:13])=[CH:10][C:9]([C:16]3[CH:21]=[CH:20][CH:19]=[C:18]([C:22]([F:25])([F:24])[F:23])[CH:17]=3)=[N:8][C:7]=12)#[CH:2].C(OC([N:33]1[CH2:38][CH2:37][N:36]([S:39]([C:42]2[S:43][C:44](Br)=[CH:45][CH:46]=2)(=[O:41])=[O:40])[CH2:35][CH2:34]1)=O)(C)(C)C.C(O)(C(F)(F)F)=O.